This data is from Forward reaction prediction with 1.9M reactions from USPTO patents (1976-2016). The task is: Predict the product of the given reaction. (1) Given the reactants [Cl:1][C:2]1[CH:8]=[C:7]([O:9][C:10]2[C:11]3[N:18]([CH3:19])[CH:17]=[CH:16][C:12]=3[N:13]=[CH:14][N:15]=2)[CH:6]=[CH:5][C:3]=1[NH2:4].N1C=CC=CC=1.Cl[C:27](OC1C=CC=CC=1)=[O:28].[N:36]1([C:42]([C:44]2[CH:50]=[CH:49][C:47]([NH2:48])=[CH:46][C:45]=2[C:51]([F:54])([F:53])[F:52])=[O:43])[CH2:41][CH2:40][O:39][CH2:38][CH2:37]1, predict the reaction product. The product is: [Cl:1][C:2]1[CH:8]=[C:7]([O:9][C:10]2[C:11]3[N:18]([CH3:19])[CH:17]=[CH:16][C:12]=3[N:13]=[CH:14][N:15]=2)[CH:6]=[CH:5][C:3]=1[NH:4][C:27]([NH:48][C:47]1[CH:49]=[CH:50][C:44]([C:42]([N:36]2[CH2:41][CH2:40][O:39][CH2:38][CH2:37]2)=[O:43])=[C:45]([C:51]([F:52])([F:54])[F:53])[CH:46]=1)=[O:28]. (2) Given the reactants [Cl:1][C:2]1[N:9]=[C:8]([NH:10][C@H:11]([CH3:24])[CH2:12][N:13]2C(=O)C3C(=CC=CC=3)C2=O)[C:7]([F:25])=[CH:6][C:3]=1[C:4]#[N:5].NN, predict the reaction product. The product is: [NH2:13][CH2:12][C@H:11]([NH:10][C:8]1[C:7]([F:25])=[CH:6][C:3]([C:4]#[N:5])=[C:2]([Cl:1])[N:9]=1)[CH3:24]. (3) Given the reactants [CH3:1][O:2][C:3]1[CH:28]=[CH:27][C:6]2[N:7]([CH3:26])[C:8](=[O:25])[N:9]([CH2:10][C@H:11]3[CH2:16][CH2:15][C@H:14]([C:17]([N:19]4[CH2:24][CH2:23][NH:22][CH2:21][CH2:20]4)=[O:18])[CH2:13][CH2:12]3)[C:5]=2[CH:4]=1.C(N(CC)CC)C.[C:36](Cl)(=[O:38])[CH3:37], predict the reaction product. The product is: [C:36]([N:22]1[CH2:21][CH2:20][N:19]([C:17]([C@H:14]2[CH2:15][CH2:16][C@H:11]([CH2:10][N:9]3[C:5]4[CH:4]=[C:3]([O:2][CH3:1])[CH:28]=[CH:27][C:6]=4[N:7]([CH3:26])[C:8]3=[O:25])[CH2:12][CH2:13]2)=[O:18])[CH2:24][CH2:23]1)(=[O:38])[CH3:37]. (4) The product is: [CH3:15][C:14]1[N:17]=[C:5]([OH:7])[C:4]([CH2:1][C:2]#[CH:3])=[C:9]([OH:11])[N:16]=1. Given the reactants [CH2:1]([CH:4]([C:9]([O:11]C)=O)[C:5]([O:7]C)=O)[C:2]#[CH:3].Cl.[C:14]([NH2:17])(=[NH:16])[CH3:15], predict the reaction product. (5) Given the reactants [CH2:1]([N:8]1[C:12](/[CH:13]=[CH:14]/[C:15]([O:17][CH2:18][CH3:19])=[O:16])=[CH:11][C:10]([O:20][CH:21]([CH3:23])[CH3:22])=[N:9]1)[C:2]1[CH:7]=[CH:6][CH:5]=[CH:4][CH:3]=1, predict the reaction product. The product is: [CH2:1]([N:8]1[C:12]([CH2:13][CH2:14][C:15]([O:17][CH2:18][CH3:19])=[O:16])=[CH:11][C:10]([O:20][CH:21]([CH3:22])[CH3:23])=[N:9]1)[C:2]1[CH:3]=[CH:4][CH:5]=[CH:6][CH:7]=1. (6) Given the reactants Cl.Cl.[NH:3]([CH:5]1[CH2:10][CH2:9][N:8]([CH2:11][C:12]2[CH:17]=[CH:16][CH:15]=[CH:14][CH:13]=2)[CH2:7][CH2:6]1)[NH2:4].O=[C:19]1[CH2:25][CH2:24][N:23]([C:26]([O:28][C:29]([CH3:32])([CH3:31])[CH3:30])=[O:27])[CH2:22][CH2:21][CH:20]1[C:33](OCC)=[O:34].C(N(CC)CC)C, predict the reaction product. The product is: [O:34]=[C:33]1[CH:20]2[C:19]([CH2:25][CH2:24][N:23]([C:26]([O:28][C:29]([CH3:32])([CH3:31])[CH3:30])=[O:27])[CH2:22][CH2:21]2)=[N:4][N:3]1[CH:5]1[CH2:10][CH2:9][N:8]([CH2:11][C:12]2[CH:17]=[CH:16][CH:15]=[CH:14][CH:13]=2)[CH2:7][CH2:6]1. (7) Given the reactants [NH2:1][C@@H:2]1[CH2:8][CH:7]=[CH:6][C@@H:5]([C:9]2[CH:14]=[CH:13][CH:12]=[CH:11][CH:10]=2)[N:4]([CH:15]2[CH2:19][CH2:18][CH2:17][CH2:16]2)[C:3]1=[O:20].[F:21][C:22]1[CH:23]=[C:24]([CH2:29][C:30]([NH:32][C@H:33]([C:35](O)=[O:36])[CH3:34])=[O:31])[CH:25]=[C:26]([F:28])[CH:27]=1.C1C=CC2N(O)N=NC=2C=1.CCN=C=NCCCN(C)C.Cl.CN1CCOCC1, predict the reaction product. The product is: [CH:15]1([N:4]2[C@H:5]([C:9]3[CH:10]=[CH:11][CH:12]=[CH:13][CH:14]=3)[CH:6]=[CH:7][CH2:8][C@@H:2]([NH:1][C:35](=[O:36])[C@H:33]([CH3:34])[NH:32][C:30](=[O:31])[CH2:29][C:24]3[CH:25]=[C:26]([F:28])[CH:27]=[C:22]([F:21])[CH:23]=3)[C:3]2=[O:20])[CH2:19][CH2:18][CH2:17][CH2:16]1. (8) The product is: [F:7][C:8]1[CH:13]=[CH:12][CH:11]=[C:10]([F:14])[C:9]=1[C:15]1[S:16][C:17]2[C:23](=[O:24])[CH:22]=[C:21]([NH:5][CH2:4][CH2:3][N:2]([CH3:6])[CH3:1])[C:20](=[O:27])[C:18]=2[N:19]=1. Given the reactants [CH3:1][N:2]([CH3:6])[CH2:3][CH2:4][NH2:5].[F:7][C:8]1[CH:13]=[CH:12][CH:11]=[C:10]([F:14])[C:9]=1[C:15]1[S:16][C:17]2[C:23](=[O:24])[CH:22]=[C:21](OC)[C:20](=[O:27])[C:18]=2[N:19]=1, predict the reaction product.